From a dataset of Full USPTO retrosynthesis dataset with 1.9M reactions from patents (1976-2016). Predict the reactants needed to synthesize the given product. (1) Given the product [CH3:21][NH:1][C:2]1[CH:3]=[C:4]2[C:17](=[CH:18][CH:19]=1)[CH2:16][C:6]1([C:14]3[C:9](=[N:10][CH:11]=[CH:12][CH:13]=3)[NH:8][C:7]1=[O:15])[CH2:5]2, predict the reactants needed to synthesize it. The reactants are: [NH2:1][C:2]1[CH:3]=[C:4]2[C:17](=[CH:18][CH:19]=1)[CH2:16][C:6]1([C:14]3[C:9](=[N:10][CH:11]=[CH:12][CH:13]=3)[NH:8][C:7]1=[O:15])[CH2:5]2.O[CH2:21]N1C2C=CC=CC=2N=N1.[BH4-].[Na+]. (2) Given the product [NH2:14][C:15]1[N:20]=[CH:19][C:18]([CH:21]2[CH2:22][N:23]([C:25]([O:27][C:28]([CH3:31])([CH3:30])[CH3:29])=[O:26])[CH2:24]2)=[CH:17][CH:16]=1, predict the reactants needed to synthesize it. The reactants are: C1(C(=[N:14][C:15]2[N:20]=[CH:19][C:18]([CH:21]3[CH2:24][N:23]([C:25]([O:27][C:28]([CH3:31])([CH3:30])[CH3:29])=[O:26])[CH2:22]3)=[CH:17][CH:16]=2)C2C=CC=CC=2)C=CC=CC=1.NO.O. (3) Given the product [CH3:1][O:2][C:3]1[CH:4]=[C:5]2[C:10](=[CH:11][C:12]=1[O:13][CH3:14])[C:9](=[O:15])[N:8]([CH:16]([CH2:17][CH3:18])[CH2:19][CH3:20])[CH:7]=[C:6]2[C:21]([NH:37][CH2:36][C:32]1[CH:31]=[N:30][CH:35]=[CH:34][CH:33]=1)=[O:22], predict the reactants needed to synthesize it. The reactants are: [CH3:1][O:2][C:3]1[CH:4]=[C:5]2[C:10](=[CH:11][C:12]=1[O:13][CH3:14])[C:9](=[O:15])[N:8]([CH:16]([CH2:19][CH3:20])[CH2:17][CH3:18])[CH:7]=[C:6]2[C:21](O)=[O:22].C(C#N)(Cl)(Cl)Cl.[N:30]1[CH:35]=[CH:34][CH:33]=[C:32]([CH2:36][NH2:37])[CH:31]=1.CCN(C(C)C)C(C)C. (4) The reactants are: [NH2:1][C:2]1[N:6]([CH:7]2[CH2:11][CH2:10][CH2:9][CH2:8]2)[N:5]=[CH:4][C:3]=1[C:12]([NH2:14])=[O:13].N[C@H:16](C(O)=O)[CH2:17]C(C)C.NC1N(C(C)C)N=CC=1C(N)=O.[C:36]1([NH:42][CH2:43][CH2:44]O)[CH:41]=[CH:40][CH:39]=[CH:38][CH:37]=1.ClC1C=CC(NCCO)=CC=1. Given the product [CH:7]1([N:6]2[C:2]3[N:1]=[C:16]4[CH2:17][N:42]([C:36]5[CH:41]=[CH:40][CH:39]=[CH:38][CH:37]=5)[CH2:43][CH2:44][N:14]4[C:12](=[O:13])[C:3]=3[CH:4]=[N:5]2)[CH2:11][CH2:10][CH2:9][CH2:8]1, predict the reactants needed to synthesize it.